Task: Regression/Classification. Given a drug SMILES string, predict its absorption, distribution, metabolism, or excretion properties. Task type varies by dataset: regression for continuous measurements (e.g., permeability, clearance, half-life) or binary classification for categorical outcomes (e.g., BBB penetration, CYP inhibition). Dataset: cyp2d6_veith.. Dataset: CYP2D6 inhibition data for predicting drug metabolism from PubChem BioAssay The drug is C[C@](N)(COP(=O)(O)O)C(=O)O. The result is 0 (non-inhibitor).